Task: Predict the product of the given reaction.. Dataset: Forward reaction prediction with 1.9M reactions from USPTO patents (1976-2016) (1) The product is: [CH:29]([NH:28][C@@H:17]1[CH:18]2[C@:23]([CH3:24])([CH2:22][CH2:21][C:20](=[O:50])[CH2:19]2)[C@@H:25]2[C@H:15]([C@H:6]3[C@@:4]([CH2:27][CH2:26]2)([CH3:5])[C:3](=[O:12])[CH2:8][CH2:7]3)[CH2:16]1)=[O:30]. Given the reactants C1CO[C:8]23OCC[O:12][C:3]2([C@:4]2([CH2:27][CH2:26][C@H:25]4[C@@H:15]([CH2:16][C@H:17]([NH:28][CH:29]=[O:30])[CH:18]5[C@:23]4([CH3:24])[CH2:22][CH2:21][CH2:20][CH2:19]5)[C@@H:6]2[CH2:7]3)[CH3:5])O1.C=C1C2[C@](C)(CCC(=[O:50])C2)[C@@H]2[C@H]([C@H]3[C@@](CC2)(C)C(=O)CC3)C1, predict the reaction product. (2) Given the reactants [CH3:1][CH:2]([OH:8])[CH2:3][CH2:4][CH:5]([OH:7])[CH3:6].[O:9]1[CH2:13][CH2:12][CH2:11][CH2:10]1.N1[CH:19]=[CH:18][CH:17]=[CH:16][CH:15]=1.[C:20](Cl)(=[O:29])[CH:21]=[CH:22][C:23]1[CH:28]=[CH:27][CH:26]=[CH:25][CH:24]=1, predict the reaction product. The product is: [C:13]([O:7][CH:5]([CH2:4][CH2:3][CH:2]([O:8][C:20](=[O:29])[CH:21]=[CH:22][C:23]1[CH:28]=[CH:27][CH:26]=[CH:25][CH:24]=1)[CH3:1])[CH3:6])(=[O:9])[CH:12]=[CH:11][C:10]1[CH:19]=[CH:18][CH:17]=[CH:16][CH:15]=1. (3) Given the reactants [NH2:1][C:2]1[C:7]([C:8]#[N:9])=[C:6]([CH3:10])[C:5]([CH3:11])=[CH:4][CH:3]=1.[C:12]([N:20]=[C:21]=[O:22])(=[O:19])[C:13]1[CH:18]=[CH:17][CH:16]=[CH:15][CH:14]=1, predict the reaction product. The product is: [C:8]([C:7]1[C:6]([CH3:10])=[C:5]([CH3:11])[CH:4]=[CH:3][C:2]=1[NH:1][C:21]([NH:20][C:12](=[O:19])[C:13]1[CH:14]=[CH:15][CH:16]=[CH:17][CH:18]=1)=[O:22])#[N:9]. (4) Given the reactants [H-].[Na+].P(=O)([O-])O[C:5]([CH3:17])(C)[C:6]([O:8][CH2:9][C:10]1[CH:15]=[CH:14][CH:13]=[CH:12][CH:11]=1)=[O:7].[C:20]([C:23]1[CH:28]=[CH:27][CH:26]=[CH:25][N:24]=1)(=O)[CH3:21].[CH2:29]1COCC1, predict the reaction product. The product is: [CH2:9]([O:8][C:6](=[O:7])/[CH:5]=[C:17](/[C:23]1[CH:28]=[CH:27][CH:26]=[CH:25][N:24]=1)\[CH3:29])[C:10]1[CH:11]=[CH:12][CH:13]=[CH:14][CH:15]=1.[CH2:9]([O:8][C:6](=[O:7])/[CH:21]=[C:20](\[C:23]1[CH:28]=[CH:27][CH:26]=[CH:25][N:24]=1)/[CH3:29])[C:10]1[CH:15]=[CH:14][CH:13]=[CH:12][CH:11]=1. (5) Given the reactants [CH2:1](B1OC(C)(C)C(C)(C)O1)[C:2]1[CH:7]=[CH:6][CH:5]=[CH:4][CH:3]=1.Cl[C:18]1[CH:19]=[C:20]([C:33]2[N:38]=[C:37]([CH3:39])[N:36]=[C:35]([N:40]([CH2:50][C:51]3[CH:56]=[CH:55][C:54]([O:57][CH3:58])=[CH:53][CH:52]=3)[CH2:41][C:42]3[CH:47]=[CH:46][C:45]([O:48][CH3:49])=[CH:44][CH:43]=3)[N:34]=2)[C:21]([NH:24][C:25]2[CH:26]=[N:27][C:28]([O:31][CH3:32])=[CH:29][CH:30]=2)=[N:22][CH:23]=1.C1(P(C2CCCCC2)C2C=CC=CC=2C2C(CCC)=CC(CCC)=CC=2CCC)CCCCC1.C(=O)([O-])[O-].[Na+].[Na+], predict the reaction product. The product is: [CH2:1]([C:18]1[CH:19]=[C:20]([C:33]2[N:38]=[C:37]([CH3:39])[N:36]=[C:35]([N:40]([CH2:50][C:51]3[CH:56]=[CH:55][C:54]([O:57][CH3:58])=[CH:53][CH:52]=3)[CH2:41][C:42]3[CH:47]=[CH:46][C:45]([O:48][CH3:49])=[CH:44][CH:43]=3)[N:34]=2)[C:21]([NH:24][C:25]2[CH:26]=[N:27][C:28]([O:31][CH3:32])=[CH:29][CH:30]=2)=[N:22][CH:23]=1)[C:2]1[CH:7]=[CH:6][CH:5]=[CH:4][CH:3]=1. (6) Given the reactants Br[C:2]1[CH:7]=[CH:6][C:5]([O:8][CH3:9])=[C:4]([O:10][CH3:11])[C:3]=1[O:12][CH3:13].C([Li])CCC.[CH3:19][O:20][C:21]1[CH:22]=[C:23]([CH:27]=[C:28]([O:32][CH3:33])[C:29]=1[O:30][CH3:31])[C:24](Cl)=[O:25].O, predict the reaction product. The product is: [CH3:13][O:12][C:3]1[C:4]([O:10][CH3:11])=[C:5]([O:8][CH3:9])[CH:6]=[CH:7][C:2]=1[C:24](=[O:25])[C:23]1[CH:22]=[C:21]([O:20][CH3:19])[C:29]([O:30][CH3:31])=[C:28]([O:32][CH3:33])[CH:27]=1. (7) Given the reactants [O:1]=[C:2]1[CH:11]=[CH:10][C:9]2[C:4](=[CH:5][C:6]([O:12][C:13]([N:15]3[CH:21]4[CH2:22][CH2:23][N:18]([CH2:19][CH2:20]4)[CH2:17][CH2:16]3)=[O:14])=[CH:7][CH:8]=2)[O:3]1.C([O-])(=O)C.[Na+].C(O)(=O)C.[Br:33]Br, predict the reaction product. The product is: [BrH:33].[Br:33][C:11]1[C:2](=[O:1])[O:3][C:4]2[C:9]([CH:10]=1)=[CH:8][CH:7]=[C:6]([O:12][C:13]([N:15]1[CH:21]3[CH2:22][CH2:23][N:18]([CH2:19][CH2:20]3)[CH2:17][CH2:16]1)=[O:14])[CH:5]=2. (8) Given the reactants Cl[C:2]1[CH:7]=[C:6]([O:8][CH3:9])[CH:5]=[CH:4][N:3]=1.[F:10][C:11]1[CH:16]=[CH:15][C:14]([N+:17]([O-:19])=[O:18])=[CH:13][C:12]=1B1OC(C)(C)C(C)(C)O1, predict the reaction product. The product is: [F:10][C:11]1[CH:16]=[CH:15][C:14]([N+:17]([O-:19])=[O:18])=[CH:13][C:12]=1[C:2]1[CH:7]=[C:6]([O:8][CH3:9])[CH:5]=[CH:4][N:3]=1. (9) The product is: [CH3:1][O:2][C:3]1[CH:21]=[C:20]([O:22][CH2:24][C:25]2[N:26]=[C:27]([N:30]([CH3:35])[CH2:31][CH2:32][C:33]#[N:34])[S:28][CH:29]=2)[C:6]2[CH:7]=[C:8]([C:10]3[N:11]=[C:12]4[N:16]([CH:17]=3)[N:15]=[C:14]([O:18][CH3:19])[S:13]4)[O:9][C:5]=2[CH:4]=1. Given the reactants [CH3:1][O:2][C:3]1[CH:4]=[C:5]2[O:9][C:8]([C:10]3[N:11]=[C:12]4[N:16]([CH:17]=3)[N:15]=[C:14]([O:18][CH3:19])[S:13]4)=[CH:7][C:6]2=[C:20]([OH:22])[CH:21]=1.O[CH2:24][C:25]1[N:26]=[C:27]([N:30]([CH3:35])[CH2:31][CH2:32][C:33]#[N:34])[S:28][CH:29]=1.C(P(CCCC)CCCC)CCC.N(C(N1CCCCC1)=O)=NC(N1CCCCC1)=O, predict the reaction product. (10) Given the reactants C(NCC)C.[C:6]([OH:10])(C)([CH3:8])[CH3:7].[Br:11][C:12]1[CH:13]=[C:14]([CH:19]=[CH:20][CH:21]=1)[C:15](=[O:18])[CH2:16]Br.CC(C)=O, predict the reaction product. The product is: [Br:11][C:12]1[CH:13]=[C:14]([C:15](=[O:18])[CH2:16][CH2:7][C:6](=[O:10])[CH3:8])[CH:19]=[CH:20][CH:21]=1.